Dataset: Forward reaction prediction with 1.9M reactions from USPTO patents (1976-2016). Task: Predict the product of the given reaction. Given the reactants C(N[CH:5]([CH3:7])[CH3:6])(C)C.[Br:8][C:9]1[S:10][CH:11]=[CH:12][C:13]=1[CH2:14][CH2:15][CH2:16][CH2:17][CH2:18][CH2:19][CH2:20][CH2:21][CH2:22][CH2:23][CH2:24][CH2:25][CH2:26][CH3:27], predict the reaction product. The product is: [Br:8][C:9]1[S:10][C:11]([C:11]2[S:10][C:9]([Br:8])=[C:13]([CH2:14][CH2:15][CH2:16][CH2:17][CH2:18][CH2:19][CH2:20][CH2:21][CH2:22][CH2:23][CH2:24][CH2:25][CH2:26][CH3:27])[CH:12]=2)=[CH:12][C:13]=1[CH2:14][CH2:15][CH2:16][CH2:17][CH2:18][CH2:19][CH2:20][CH2:21][CH2:22][CH2:23][CH2:24][CH2:7][CH2:5][CH3:6].